This data is from Full USPTO retrosynthesis dataset with 1.9M reactions from patents (1976-2016). The task is: Predict the reactants needed to synthesize the given product. (1) Given the product [CH3:20][C:19]([CH3:22])([CH3:21])[C:18](=[O:23])[CH2:17][O:13][C:10]1[CH:11]=[CH:12][C:7]([CH2:6][NH:5][C:3](=[O:4])[C:2]([F:14])([F:15])[F:1])=[CH:8][CH:9]=1, predict the reactants needed to synthesize it. The reactants are: [F:1][C:2]([F:15])([F:14])[C:3]([NH:5][CH2:6][C:7]1[CH:12]=[CH:11][C:10]([OH:13])=[CH:9][CH:8]=1)=[O:4].Br[CH2:17][C:18](=[O:23])[C:19]([CH3:22])([CH3:21])[CH3:20].C(=O)([O-])[O-].[K+].[K+].[I-].[K+].Cl. (2) Given the product [CH3:1][O:2][C:3]([C:5]1[CH:10]=[CH:9][CH:8]=[CH:7][C:6]=1[NH:11][C:12]1[N:16]([C:17]2[CH:22]=[CH:21][CH:20]=[CH:19][CH:18]=2)[N:15]=[C:14]([CH3:23])[C:13]=1[Br:24])=[O:4], predict the reactants needed to synthesize it. The reactants are: [CH3:1][O:2][C:3]([C:5]1[CH:10]=[CH:9][CH:8]=[CH:7][C:6]=1[NH:11][C:12]1[N:16]([C:17]2[CH:22]=[CH:21][CH:20]=[CH:19][CH:18]=2)[N:15]=[C:14]([CH3:23])[CH:13]=1)=[O:4].[Br:24]N1C(C)(C)C(=O)N(Br)C1=O. (3) The reactants are: Cl[C:2]1C=CC=C(C(OO)=O)[CH:3]=1.C(S[C:15]1[C:16]([C:25]([N:27]([CH3:38])[C:28]2[CH:33]=[CH:32][C:31]([C:34]([F:37])([F:36])[F:35])=[CH:30][N:29]=2)=[O:26])=[N:17][CH:18]=[C:19]([C:21]([F:24])([F:23])[F:22])[CH:20]=1)C.C(=O)(O)[O-].[Na+].[S:44]([O-:48])([O-])(=[O:46])=S.[Na+].[Na+]. Given the product [CH2:2]([S:44]([C:15]1[C:16]([C:25]([N:27]([CH3:38])[C:28]2[CH:33]=[CH:32][C:31]([C:34]([F:36])([F:37])[F:35])=[CH:30][N:29]=2)=[O:26])=[N:17][CH:18]=[C:19]([C:21]([F:24])([F:22])[F:23])[CH:20]=1)(=[O:48])=[O:46])[CH3:3], predict the reactants needed to synthesize it. (4) Given the product [CH2:1]([C:8]1[CH:15]=[CH:14][CH:13]=[CH:12][C:9]=1[CH2:10][N:19]1[CH:20]=[CH:21][CH:22]=[C:23]([C:24]([O:26][CH3:27])=[O:25])[C:18]1=[O:17])[C:2]1[CH:7]=[CH:6][CH:5]=[CH:4][CH:3]=1, predict the reactants needed to synthesize it. The reactants are: [CH2:1]([C:8]1[CH:15]=[CH:14][CH:13]=[CH:12][C:9]=1[CH2:10]Cl)[C:2]1[CH:7]=[CH:6][CH:5]=[CH:4][CH:3]=1.Cl.[O:17]=[C:18]1[C:23]([C:24]([O:26][CH3:27])=[O:25])=[CH:22][CH:21]=[CH:20][NH:19]1.[H-].[Na+]. (5) Given the product [C:19]1([CH2:25][CH2:26][C:27]([N:16]2[C:9]3=[N:8][C:7]([C:4]4[CH:5]=[CH:6][N:1]=[CH:2][CH:3]=4)=[CH:12][C:11](=[O:13])[N:10]3[CH2:14][CH2:15]2)=[O:28])[CH:24]=[CH:23][CH:22]=[CH:21][CH:20]=1, predict the reactants needed to synthesize it. The reactants are: [N:1]1[CH:6]=[CH:5][C:4]([C:7]2[N:8]=[C:9]3[NH:16][CH2:15][CH2:14][N:10]3[C:11](=[O:13])[CH:12]=2)=[CH:3][CH:2]=1.[H-].[Na+].[C:19]1([CH2:25][CH2:26][C:27](Cl)=[O:28])[CH:24]=[CH:23][CH:22]=[CH:21][CH:20]=1. (6) Given the product [CH2:14]([O:13][C:11]1[CH:12]=[C:7]([N:22]2[CH2:26][CH2:25][CH2:24][CH2:23]2)[N:8]=[CH:9][N:10]=1)[C:15]#[C:16][CH3:17], predict the reactants needed to synthesize it. The reactants are: CN(C)C=O.Cl[C:7]1[CH:12]=[C:11]([O:13][CH2:14][C:15]#[C:16][CH3:17])[N:10]=[CH:9][N:8]=1.C(=O)([O-])[O-].[NH:22]1[CH2:26][CH2:25][CH2:24][CH2:23]1. (7) Given the product [OH:1][C:2]1[CH:12]=[CH:11][C:5]([CH:6]=[CH:7][C:8]([O:10][CH3:20])=[O:9])=[CH:4][C:3]=1[O:13][CH3:14], predict the reactants needed to synthesize it. The reactants are: [OH:1][C:2]1[CH:12]=[CH:11][C:5]([CH:6]=[CH:7][C:8]([OH:10])=[O:9])=[CH:4][C:3]=1[O:13][CH3:14].S(=O)(=O)(O)O.[CH3:20]O.